Dataset: Peptide-MHC class I binding affinity with 185,985 pairs from IEDB/IMGT. Task: Regression. Given a peptide amino acid sequence and an MHC pseudo amino acid sequence, predict their binding affinity value. This is MHC class I binding data. (1) The peptide sequence is FLRYLLFGI. The MHC is HLA-A02:01 with pseudo-sequence HLA-A02:01. The binding affinity (normalized) is 0.916. (2) The peptide sequence is RPMSASRPA. The MHC is HLA-B58:01 with pseudo-sequence HLA-B58:01. The binding affinity (normalized) is 0.0847. (3) The peptide sequence is KIPNDNIIE. The MHC is HLA-B07:02 with pseudo-sequence HLA-B07:02. The binding affinity (normalized) is 0.0847. (4) The peptide sequence is VQTVRTQVY. The MHC is HLA-B07:02 with pseudo-sequence HLA-B07:02. The binding affinity (normalized) is 0.101. (5) The peptide sequence is CQSVCEEFFH. The MHC is HLA-A68:01 with pseudo-sequence HLA-A68:01. The binding affinity (normalized) is 0. (6) The peptide sequence is IIFLKLFKK. The MHC is HLA-A03:01 with pseudo-sequence HLA-A03:01. The binding affinity (normalized) is 0.799.